This data is from Cav3 T-type calcium channel HTS with 100,875 compounds. The task is: Binary Classification. Given a drug SMILES string, predict its activity (active/inactive) in a high-throughput screening assay against a specified biological target. (1) The molecule is S\C(N1CCCC1)=C1/C=C(OC)C(=O)C(OC)=C1. The result is 0 (inactive). (2) The drug is o1c(N2CCCCC2)ccc1/C=C1\C(=O)N(c2cc3OCOc3cc2)C(=O)NC1=O. The result is 0 (inactive). (3) The molecule is O=C(Nc1ccc(N2CCN(CC2)CC)cc1)Cc1ccccc1. The result is 0 (inactive). (4) The drug is O=c1[nH]c2c(c(c1CCC)C)cccc2. The result is 0 (inactive). (5) The molecule is O=C1N(C(Nc2cc(cc(c2)C(OC)=O)C(OC)=O)c2c1cccc2)c1cccnc1. The result is 0 (inactive).